Dataset: Full USPTO retrosynthesis dataset with 1.9M reactions from patents (1976-2016). Task: Predict the reactants needed to synthesize the given product. (1) The reactants are: C(O[C:9](=[O:38])[CH:10]([NH:30][C:31]([O:33][C:34]([CH3:37])([CH3:36])[CH3:35])=[O:32])[CH2:11][C:12]1[C:20]2[C:15](=[CH:16][CH:17]=[CH:18][CH:19]=2)[N:14]([CH2:21][C:22]2[CH:27]=[CH:26][C:25]([F:28])=[C:24]([F:29])[CH:23]=2)[CH:13]=1)C1C=CC=CC=1.[OH-].[Na+].CCN=C=NCCCN(C)C.Cl.[C:53]([O:72][NH2:73])([C:66]1[CH:71]=[CH:70][CH:69]=[CH:68][CH:67]=1)([C:60]1[CH:65]=[CH:64][CH:63]=[CH:62][CH:61]=1)[C:54]1[CH:59]=[CH:58][CH:57]=[CH:56][CH:55]=1. Given the product [C:34]([O:33][C:31]([NH:30][CH:10]([CH2:11][C:12]1[C:20]2[C:15](=[CH:16][CH:17]=[CH:18][CH:19]=2)[N:14]([CH2:21][C:22]2[CH:27]=[CH:26][C:25]([F:28])=[C:24]([F:29])[CH:23]=2)[CH:13]=1)[C:9]([NH:73][O:72][C:53]([C:54]1[CH:59]=[CH:58][CH:57]=[CH:56][CH:55]=1)([C:66]1[CH:67]=[CH:68][CH:69]=[CH:70][CH:71]=1)[C:60]1[CH:61]=[CH:62][CH:63]=[CH:64][CH:65]=1)=[O:38])=[O:32])([CH3:37])([CH3:36])[CH3:35], predict the reactants needed to synthesize it. (2) Given the product [Cl:1][C:2]1[CH:10]=[CH:9][C:5]([C:6]([NH:11][C:12]2[N:13]=[C:14]([O:31][CH3:32])[N:15]([C:24]3[CH:25]=[CH:26][C:27]([F:30])=[CH:28][CH:29]=3)[C:16]=2[C:17]([O:19][C:20]([CH3:21])([CH3:22])[CH3:23])=[O:18])=[O:7])=[CH:4][CH:3]=1, predict the reactants needed to synthesize it. The reactants are: [Cl:1][C:2]1[CH:10]=[CH:9][C:5]([C:6](Cl)=[O:7])=[CH:4][CH:3]=1.[NH2:11][C:12]1[N:13]=[C:14]([O:31][CH3:32])[N:15]([C:24]2[CH:29]=[CH:28][C:27]([F:30])=[CH:26][CH:25]=2)[C:16]=1[C:17]([O:19][C:20]([CH3:23])([CH3:22])[CH3:21])=[O:18].C(N(C(C)C)CC)(C)C. (3) Given the product [CH2:6]([O:8][C:9](=[O:33])[CH2:10][CH2:11][N:12]([C:26]([O:28][C:29]([CH3:32])([CH3:31])[CH3:30])=[O:27])[CH2:13][C:14]([N:16]1[C:24]2[C:19](=[CH:20][C:21]([O:25][CH2:35][C:36]3[CH:41]=[CH:40][C:39]([CH:42]([CH3:44])[CH3:43])=[C:38]([O:45][C:46]([F:47])([F:48])[F:49])[CH:37]=3)=[CH:22][CH:23]=2)[CH2:18][CH2:17]1)=[O:15])[CH3:7], predict the reactants needed to synthesize it. The reactants are: CN(C=O)C.[CH2:6]([O:8][C:9](=[O:33])[CH2:10][CH2:11][N:12]([C:26]([O:28][C:29]([CH3:32])([CH3:31])[CH3:30])=[O:27])[CH2:13][C:14]([N:16]1[C:24]2[C:19](=[CH:20][C:21]([OH:25])=[CH:22][CH:23]=2)[CH2:18][CH2:17]1)=[O:15])[CH3:7].Cl[CH2:35][C:36]1[CH:41]=[CH:40][C:39]([CH:42]([CH3:44])[CH3:43])=[C:38]([O:45][C:46]([F:49])([F:48])[F:47])[CH:37]=1.C(=O)([O-])[O-].[K+].[K+].